This data is from Catalyst prediction with 721,799 reactions and 888 catalyst types from USPTO. The task is: Predict which catalyst facilitates the given reaction. (1) Reactant: C(Cl)(=O)C(Cl)=O.[F:7][C:8]1[CH:13]=[CH:12][C:11]([N:14]2[C:18]([C:19]3[CH:29]=[CH:28][C:22]4[O:23][CH2:24][C:25](=[O:27])[NH:26][C:21]=4[CH:20]=3)=[CH:17][C:16]([C:30]([NH2:32])=O)=[N:15]2)=[CH:10][CH:9]=1. Product: [F:7][C:8]1[CH:13]=[CH:12][C:11]([N:14]2[C:18]([C:19]3[CH:29]=[CH:28][C:22]4[O:23][CH2:24][C:25](=[O:27])[NH:26][C:21]=4[CH:20]=3)=[CH:17][C:16]([C:30]#[N:32])=[N:15]2)=[CH:10][CH:9]=1. The catalyst class is: 3. (2) The catalyst class is: 13. Product: [Br:19][C:20]1[C:28]2[C:23](=[CH:24][CH:25]=[CH:26][CH:27]=2)[N:22]([CH:6]2[CH2:5][CH2:4][CH2:3][CH2:2][O:1]2)[N:21]=1. Reactant: [O:1]1[CH:6]=[CH:5][CH2:4][CH2:3][CH2:2]1.O.C1(C)C=CC(S(O)(=O)=O)=CC=1.[Br:19][C:20]1[C:28]2[C:23](=[CH:24][CH:25]=[CH:26][CH:27]=2)[NH:22][N:21]=1.